The task is: Predict which catalyst facilitates the given reaction.. This data is from Catalyst prediction with 721,799 reactions and 888 catalyst types from USPTO. Reactant: [N:1]1([C:5]([CH:7]2[CH2:12][CH2:11][N:10]([CH:13]3[CH2:16][N:15]([CH2:17][CH2:18][C@@H:19]([C:36]4[CH:41]=[CH:40][C:39]([F:42])=[CH:38][CH:37]=4)[CH2:20][N:21]([CH3:35])[C:22](=[O:34])[C:23]4[CH:28]=[C:27]([C:29]([F:32])([F:31])[F:30])[CH:26]=[C:25]([Br:33])[CH:24]=4)[CH2:14]3)[CH2:9][CH2:8]2)=[O:6])[CH2:4]C[CH2:2]1.N1CC(N2CCC(C(N(C)C)=O)CC2)C1.[C:58]([OH:61])(=[O:60])C. Product: [CH:58]([OH:61])=[O:60].[CH:58]([OH:61])=[O:60].[Br:33][C:25]1[CH:24]=[C:23]([CH:28]=[C:27]([C:29]([F:31])([F:30])[F:32])[CH:26]=1)[C:22]([N:21]([CH3:35])[CH2:20][C@H:19]([C:36]1[CH:37]=[CH:38][C:39]([F:42])=[CH:40][CH:41]=1)[CH2:18][CH2:17][N:15]1[CH2:14][CH:13]([N:10]2[CH2:11][CH2:12][CH:7]([C:5]([N:1]([CH3:2])[CH3:4])=[O:6])[CH2:8][CH2:9]2)[CH2:16]1)=[O:34]. The catalyst class is: 5.